From a dataset of Full USPTO retrosynthesis dataset with 1.9M reactions from patents (1976-2016). Predict the reactants needed to synthesize the given product. (1) Given the product [ClH:18].[NH2:10][C@@H:7]1[CH2:8][CH2:9][C@H:4]([CH:2]([OH:1])[CH3:3])[CH2:5][CH2:6]1, predict the reactants needed to synthesize it. The reactants are: [OH:1][CH:2]([C@@H:4]1[CH2:9][CH2:8][C@H:7]([NH:10]C(=O)OC(C)(C)C)[CH2:6][CH2:5]1)[CH3:3].[ClH:18]. (2) Given the product [CH3:10][O:9][C:7](=[O:8])[C:6]1[CH:11]=[C:2]([O:1][C:24]2[CH:29]=[CH:28][C:27]([N+:30]([O-:32])=[O:31])=[C:26]([O:33][CH2:34][CH2:35][CH2:36][CH2:37][CH3:38])[CH:25]=2)[CH:3]=[CH:4][C:5]=1[NH:12][S:13]([C:16]1[CH:21]=[CH:20][C:19]([CH3:22])=[CH:18][CH:17]=1)(=[O:15])=[O:14], predict the reactants needed to synthesize it. The reactants are: [OH:1][C:2]1[CH:3]=[CH:4][C:5]([NH:12][S:13]([C:16]2[CH:21]=[CH:20][C:19]([CH3:22])=[CH:18][CH:17]=2)(=[O:15])=[O:14])=[C:6]([CH:11]=1)[C:7]([O:9][CH3:10])=[O:8].F[C:24]1[CH:29]=[CH:28][C:27]([N+:30]([O-:32])=[O:31])=[C:26]([O:33][CH2:34][CH2:35][CH2:36][CH2:37][CH3:38])[CH:25]=1.C(=O)([O-])[O-].[K+].[K+]. (3) Given the product [CH:1]1([NH:7][C:11]([C:13]2[C:14](=[O:25])[N:15]([CH3:24])[C:16]3[C:21]([C:22]=2[OH:23])=[CH:20][CH:19]=[CH:18][CH:17]=3)=[O:10])[CH2:6][CH2:5][CH2:4][CH2:3][CH2:2]1, predict the reactants needed to synthesize it. The reactants are: [CH:1]1([NH2:7])[CH2:6][CH2:5][CH2:4][CH2:3][CH2:2]1.C([O:10][C:11]([C:13]1[C:14](=[O:25])[N:15]([CH3:24])[C:16]2[C:21]([C:22]=1[OH:23])=[CH:20][CH:19]=[CH:18][CH:17]=2)=O)C. (4) Given the product [CH2:70]([O:69][C:66]1[CH:65]=[CH:64][C:63]([CH2:62][C@H:57]([NH:56][C:25]([C@@H:11](/[CH:10]=[CH:9]/[CH2:8][CH2:7][CH2:6][CH2:5][CH2:4][CH2:3][C:2]([F:1])([F:55])[CH2:48][CH2:49][CH2:50][CH2:51][CH2:52][CH2:53][CH3:54])[C@@:12]([OH:24])([CH2:20][CH2:21][O:22][CH3:23])[C:13]([O:15][C:16]([CH3:19])([CH3:18])[CH3:17])=[O:14])=[O:26])[C:58]([O:60][CH3:61])=[O:59])=[CH:68][CH:67]=1)[CH2:71][CH2:72][CH3:73], predict the reactants needed to synthesize it. The reactants are: [F:1][C:2]([F:55])([CH2:48][CH2:49][CH2:50][CH2:51][CH2:52][CH2:53][CH3:54])[CH2:3][CH2:4][CH2:5][CH2:6][CH2:7][CH2:8]/[CH:9]=[CH:10]/[C@H:11]([C:25](N1[C@@H](C(C)C)C(C2C=CC=CC=2)(C2C=CC=CC=2)SC1=O)=[O:26])[C@@:12]([OH:24])([CH2:20][CH2:21][O:22][CH3:23])[C:13]([O:15][C:16]([CH3:19])([CH3:18])[CH3:17])=[O:14].[NH2:56][C@@H:57]([CH2:62][C:63]1[CH:68]=[CH:67][C:66]([O:69][CH2:70][CH2:71][CH2:72][CH3:73])=[CH:65][CH:64]=1)[C:58]([O:60][CH3:61])=[O:59]. (5) Given the product [C:28]([NH:27][C:18]1[S:19][C:20]([CH:21]=[O:22])=[C:16]([CH2:15][CH2:14][C:11]2[CH:12]=[CH:13][C:8]([NH:7][C:6](=[O:31])[O:5][C:1]([CH3:2])([CH3:3])[CH3:4])=[CH:9][CH:10]=2)[N:17]=1)(=[O:30])[CH3:29], predict the reactants needed to synthesize it. The reactants are: [C:1]([O:5][C:6](=[O:31])[NH:7][C:8]1[CH:13]=[CH:12][C:11]([CH2:14][CH2:15][C:16]2[N:17]=[C:18]([NH:27][C:28](=[O:30])[CH3:29])[S:19][C:20]=2[C:21](N(OC)C)=[O:22])=[CH:10][CH:9]=1)([CH3:4])([CH3:3])[CH3:2].[Al].[Li].C(C(C(C([O-])=O)O)O)([O-])=O.[Na+].[K+].